From a dataset of Full USPTO retrosynthesis dataset with 1.9M reactions from patents (1976-2016). Predict the reactants needed to synthesize the given product. (1) Given the product [Si:22]([O:11][C:8]1[CH:9]=[C:10]2[C:5]([CH:4]=[CH:3][CH:2]=[N:1]2)=[CH:6][CH:7]=1)([C:25]([CH3:28])([CH3:27])[CH3:26])([CH3:24])[CH3:23], predict the reactants needed to synthesize it. The reactants are: [N:1]1[C:10]2[C:5](=[CH:6][CH:7]=[C:8]([OH:11])[CH:9]=2)[CH:4]=[CH:3][CH:2]=1.CN(C)C=O.N1C=CN=C1.[Si:22](Cl)([C:25]([CH3:28])([CH3:27])[CH3:26])([CH3:24])[CH3:23]. (2) Given the product [Cl:42][C:39]1[CH:40]=[CH:41][C:23]2[N:22]3[CH:43]=[CH:44][CH:45]=[C:21]3[C@@H:20]([CH2:19][CH2:18][N:1]3[CH:5]=[C:4]([C:6]([O:8][CH2:9][CH3:10])=[O:7])[CH:3]=[N:2]3)[O:26][C@H:25]([C:27]3[CH:32]=[CH:31][CH:30]=[C:29]([O:34][CH3:35])[C:28]=3[O:36][CH3:37])[C:24]=2[CH:38]=1, predict the reactants needed to synthesize it. The reactants are: [NH:1]1[CH:5]=[C:4]([C:6]([O:8][CH2:9][CH3:10])=[O:7])[CH:3]=[N:2]1.[H-].[Na+].CS(O[CH2:18][CH2:19][C@H:20]1[O:26][C@H:25]([C:27]2[C:32](F)=[CH:31][CH:30]=[C:29]([O:34][CH3:35])[C:28]=2[O:36][CH3:37])[C:24]2[CH:38]=[C:39]([Cl:42])[CH:40]=[CH:41][C:23]=2[N:22]2[CH:43]=[CH:44][CH:45]=[C:21]12)(=O)=O. (3) Given the product [NH2:1][C:2]1[C:7]([Cl:8])=[C:6]([N:9]2[CH2:19][CH2:18][C:12]3([C:16](=[O:17])[NH:15][CH2:14][CH2:13]3)[CH2:11][CH2:10]2)[C:5]([C:29]2[CH:28]=[CH:27][C:26]3[N:22]([CH3:21])[S:23](=[O:40])(=[O:41])[CH2:24][C:25]=3[CH:30]=2)=[CH:4][N:3]=1, predict the reactants needed to synthesize it. The reactants are: [NH2:1][C:2]1[C:7]([Cl:8])=[C:6]([N:9]2[CH2:19][CH2:18][C:12]3([C:16](=[O:17])[NH:15][CH2:14][CH2:13]3)[CH2:11][CH2:10]2)[C:5](Br)=[CH:4][N:3]=1.[CH3:21][N:22]1[C:26]2[CH:27]=[CH:28][C:29](B3OC(C)(C)C(C)(C)O3)=[CH:30][C:25]=2[CH2:24][S:23]1(=[O:41])=[O:40].C(=O)([O-])[O-].[Na+].[Na+]. (4) Given the product [OH:41][CH2:37][C:29]1[CH:28]=[C:27]([CH2:30][C:31]([NH:1][C:2]2[CH:7]=[N:6][CH:5]=[C:4]([C:8]([C:10]3[C:18]4[CH:17]=[N:16][CH:15]=[N:14][C:13]=4[N:12]([CH:19]([CH3:21])[CH3:20])[CH:11]=3)=[O:9])[CH:3]=2)=[O:33])[CH:26]=[CH:25][CH:24]=1, predict the reactants needed to synthesize it. The reactants are: [NH2:1][C:2]1[CH:3]=[C:4]([C:8]([C:10]2[C:18]3[CH:17]=[N:16][CH:15]=[N:14][C:13]=3[N:12]([CH:19]([CH3:21])[CH3:20])[CH:11]=2)=[O:9])[CH:5]=[N:6][CH:7]=1.OC[C:24]1[CH:29]=[CH:28][C:27]([CH2:30][C:31]([OH:33])=O)=[CH:26][CH:25]=1.CN([C:37]([O:41]N1N=NC2C=CC=NC1=2)=[N+](C)C)C.F[P-](F)(F)(F)(F)F. (5) Given the product [F:46][C:47]1[CH:52]=[CH:51][C:50]([N:53]2[CH:17]=[C:12]([C:11]([N:10]3[CH2:9][C@H:8]([CH2:26][CH:27]([CH3:28])[CH3:29])[NH:7][C:6](=[O:30])[C@@H:5]3[CH2:1][CH:2]([CH3:3])[CH3:4])=[O:25])[N:55]=[CH:54]2)=[CH:49][CH:48]=1, predict the reactants needed to synthesize it. The reactants are: [CH2:1]([C@@H:5]1[N:10]([C:11](=[O:25])[C:12]2[CH:17]=CC(OC3C=CC=CC=3)=CC=2)[CH2:9][C@H:8]([CH2:26][CH:27]([CH3:29])[CH3:28])[NH:7][C:6]1=[O:30])[CH:2]([CH3:4])[CH3:3].C([C@@H]1NC[C@H](CC(C)C)NC1=O)C(C)C.[F:46][C:47]1[CH:52]=[CH:51][C:50]([N:53]2C=C(C(O)=O)[N:55]=[CH:54]2)=[CH:49][CH:48]=1. (6) Given the product [S:1]1[CH:5]=[CH:4][CH:3]=[C:2]1[C:6]1([C:9]([OH:15])=[O:11])[CH2:8][CH2:7]1, predict the reactants needed to synthesize it. The reactants are: [S:1]1[CH:5]=[CH:4][CH:3]=[C:2]1[C:6]1([C:9]#N)[CH2:8][CH2:7]1.[OH-:11].[Na+].C([OH:15])C. (7) Given the product [C:1]([NH:24][CH2:25][CH2:26][NH:27][C:28](=[O:29])[O:30][CH2:31][C@H:32]1[S:36][CH2:35][C@@H:34]([N:37]2[CH:42]=[CH:41][C:40]([NH2:43])=[N:39][C:38]2=[O:52])[O:33]1)(=[O:23])[CH2:2][CH2:3]/[CH:4]=[CH:5]\[CH2:6]/[CH:7]=[CH:8]\[CH2:9]/[CH:10]=[CH:11]\[CH2:12]/[CH:13]=[CH:14]\[CH2:15]/[CH:16]=[CH:17]\[CH2:18]/[CH:19]=[CH:20]\[CH2:21][CH3:22], predict the reactants needed to synthesize it. The reactants are: [C:1]([NH:24][CH2:25][CH2:26][NH:27][C:28]([O:30][CH2:31][C@H:32]1[S:36][CH2:35][C@@H:34]([N:37]2[CH:42]=[CH:41][C:40]([NH:43]C(=O)OCC(Cl)(Cl)Cl)=[N:39][C:38]2=[O:52])[O:33]1)=[O:29])(=[O:23])[CH2:2][CH2:3]/[CH:4]=[CH:5]\[CH2:6]/[CH:7]=[CH:8]\[CH2:9]/[CH:10]=[CH:11]\[CH2:12]/[CH:13]=[CH:14]\[CH2:15]/[CH:16]=[CH:17]\[CH2:18]/[CH:19]=[CH:20]\[CH2:21][CH3:22].